This data is from Full USPTO retrosynthesis dataset with 1.9M reactions from patents (1976-2016). The task is: Predict the reactants needed to synthesize the given product. Given the product [CH2:1]([O:8][CH2:9][CH:10]1[O:15][C:14]2[CH:16]=[CH:17][C:18]([CH2:20][CH2:21][Br:43])=[CH:19][C:13]=2[O:12][CH2:11]1)[C:2]1[CH:7]=[CH:6][CH:5]=[CH:4][CH:3]=1, predict the reactants needed to synthesize it. The reactants are: [CH2:1]([O:8][CH2:9][CH:10]1[O:15][C:14]2[CH:16]=[CH:17][C:18]([CH2:20][CH2:21]O)=[CH:19][C:13]=2[O:12][CH2:11]1)[C:2]1[CH:7]=[CH:6][CH:5]=[CH:4][CH:3]=1.C1C=CC(P(C2C=CC=CC=2)C2C=CC=CC=2)=CC=1.C(Br)(Br)(Br)[Br:43].O.